From a dataset of Catalyst prediction with 721,799 reactions and 888 catalyst types from USPTO. Predict which catalyst facilitates the given reaction. Reactant: [C:1]1([C:7]([N:9]2[CH2:13][CH2:12][C@H:11]([NH:14][CH:15]3[CH2:18][N:17]([C:19]([C:21]4[CH:26]=[CH:25][C:24]([C:27]5[CH:32]=[CH:31][CH:30]=[C:29]([C:33]([F:36])([F:35])[F:34])[CH:28]=5)=[CH:23][CH:22]=4)=[O:20])[CH2:16]3)[CH2:10]2)=[O:8])[CH:6]=[CH:5][CH:4]=[CH:3][CH:2]=1.[H-].[Na+].[CH2:39](Br)[CH3:40]. Product: [CH2:39]([N:14]([CH:15]1[CH2:16][N:17]([C:19]([C:21]2[CH:26]=[CH:25][C:24]([C:27]3[CH:32]=[CH:31][CH:30]=[C:29]([C:33]([F:36])([F:35])[F:34])[CH:28]=3)=[CH:23][CH:22]=2)=[O:20])[CH2:18]1)[C@H:11]1[CH2:12][CH2:13][N:9]([C:7]([C:1]2[CH:2]=[CH:3][CH:4]=[CH:5][CH:6]=2)=[O:8])[CH2:10]1)[CH3:40]. The catalyst class is: 173.